Predict the reactants needed to synthesize the given product. From a dataset of Full USPTO retrosynthesis dataset with 1.9M reactions from patents (1976-2016). (1) Given the product [CH3:2][C:3]1[CH:8]=[C:7]2[C:6](=[CH:5][CH:4]=1)[NH:9][CH:15]=[C:14]2[CH2:13][CH2:12][OH:11], predict the reactants needed to synthesize it. The reactants are: Cl.[CH3:2][C:3]1[CH:8]=[CH:7][C:6]([NH:9]N)=[CH:5][CH:4]=1.[O:11]1[CH:15]=[CH:14][CH2:13][CH2:12]1.C(OCC)C. (2) The reactants are: [Cl:1][C:2]1[CH:22]=[CH:21][CH:20]=[CH:19][C:3]=1[CH2:4][N:5]1[C:13](=[O:14])[C:12]2[C:7](=[CH:8][CH:9]=[C:10]([C:15]([OH:17])=O)[CH:11]=2)[C:6]1=[O:18].[N:23]1([CH2:28][CH2:29][CH2:30][NH2:31])[CH2:27][CH2:26][CH2:25][CH2:24]1. Given the product [Cl-:1].[Cl:1][C:2]1[CH:22]=[CH:21][CH:20]=[CH:19][C:3]=1[CH2:4][N:5]1[C:13](=[O:14])[C:12]2[C:7](=[CH:8][CH:9]=[C:10]([C:15]([NH:31][CH2:30][CH2:29][CH2:28][NH+:23]3[CH2:27][CH2:26][CH2:25][CH2:24]3)=[O:17])[CH:11]=2)[C:6]1=[O:18], predict the reactants needed to synthesize it. (3) Given the product [CH3:38][O:37][C:35](=[O:36])[C:34]1[CH:39]=[CH:40][C:31]([Br:30])=[C:32]([CH2:41][C:3]#[N:4])[CH:33]=1, predict the reactants needed to synthesize it. The reactants are: C[Si](C)(C)[C:3]#[N:4].O1CCCC1.[F-].C([N+](CCCC)(CCCC)CCCC)CCC.[Br:30][C:31]1[CH:40]=[CH:39][C:34]([C:35]([O:37][CH3:38])=[O:36])=[CH:33][C:32]=1[CH2:41]Br. (4) Given the product [Cl:42][C:43]1[CH:44]=[C:45]([C:49]2[CH:50]=[CH:51][C:52]([CH2:55][C@H:56]([NH:57][C:16]([C:11]3([CH2:10][C:9]([O:8][CH2:1][C:2]4[CH:3]=[CH:4][CH:5]=[CH:6][CH:7]=4)=[O:19])[CH2:12][CH2:13][CH2:14][CH2:15]3)=[O:18])[C:58]3[NH:62][N:61]=[N:60][N:59]=3)=[CH:53][CH:54]=2)[CH:46]=[CH:47][CH:48]=1, predict the reactants needed to synthesize it. The reactants are: [CH2:1]([O:8][C:9](=[O:19])[CH2:10][C:11]1([C:16]([OH:18])=O)[CH2:15][CH2:14][CH2:13][CH2:12]1)[C:2]1[CH:7]=[CH:6][CH:5]=[CH:4][CH:3]=1.CCN=C=NCCCN(C)C.Cl.C1C=CC2N(O)N=NC=2C=1.[Cl:42][C:43]1[CH:44]=[C:45]([C:49]2[CH:54]=[CH:53][C:52]([CH2:55][C@@H:56]([C:58]3[NH:62][N:61]=[N:60][N:59]=3)[NH2:57])=[CH:51][CH:50]=2)[CH:46]=[CH:47][CH:48]=1.